From a dataset of Reaction yield outcomes from USPTO patents with 853,638 reactions. Predict the reaction yield, written as a fraction of the theoretical maximum amount of product (1.0 means a 100% yield; for example, 0.34 means a 34% yield). (1) The reactants are [CH2:1]([N:3]([CH2:27][CH3:28])[CH2:4][CH2:5][CH2:6][N:7]([CH3:26])[C:8]([NH:10][C:11]1[CH:16]=[C:15]([O:17][C:18]2[CH:23]=[CH:22][C:21]([NH2:24])=[CH:20][C:19]=2[F:25])[CH:14]=[CH:13][N:12]=1)=[O:9])[CH3:2].[C:29]1([CH2:35][C:36]([N:38]=[C:39]=[O:40])=[O:37])[CH:34]=[CH:33][CH:32]=[CH:31][CH:30]=1.C(OCC)C.CCCCCC. The catalyst is O1CCCC1.FC1C=C(NC(NC(=O)CC2C=CC=CC=2)=S)C=CC=1OC1N=CN=C(NC(N2CCCC2)=O)C=1.C(OCC)(=O)C. The product is [CH2:27]([N:3]([CH2:1][CH3:2])[CH2:4][CH2:5][CH2:6][N:7]([CH3:26])[C:8]([NH:10][C:11]1[CH:16]=[C:15]([O:17][C:18]2[CH:23]=[CH:22][C:21]([NH:24][C:39]([NH:38][C:36](=[O:37])[CH2:35][C:29]3[CH:30]=[CH:31][CH:32]=[CH:33][CH:34]=3)=[O:40])=[CH:20][C:19]=2[F:25])[CH:14]=[CH:13][N:12]=1)=[O:9])[CH3:28]. The yield is 0.0590. (2) The reactants are [CH3:1][O:2][C:3]1[CH:4]=[C:5]2[C:10](=[CH:11][C:12]=1[O:13][CH3:14])[N:9]=[CH:8][N:7]=[C:6]2[O:15][C:16]1[CH:17]=[C:18]([CH:20]=[CH:21][CH:22]=1)[NH2:19].[C:23]([C:27]1[CH:31]=[C:30]([NH:32][C:33](=O)[O-:34])[N:29]([C:36]2[CH:41]=[CH:40][N:39]=[C:38]([CH3:42])[CH:37]=2)[N:28]=1)([CH3:26])([CH3:25])[CH3:24]. The catalyst is C1COCC1.CN(C1C=CN=CC=1)C. The product is [C:23]([C:27]1[CH:31]=[C:30]([NH:32][C:33]([NH:19][C:18]2[CH:20]=[CH:21][CH:22]=[C:16]([O:15][C:6]3[C:5]4[C:10](=[CH:11][C:12]([O:13][CH3:14])=[C:3]([O:2][CH3:1])[CH:4]=4)[N:9]=[CH:8][N:7]=3)[CH:17]=2)=[O:34])[N:29]([C:36]2[CH:41]=[CH:40][N:39]=[C:38]([CH3:42])[CH:37]=2)[N:28]=1)([CH3:26])([CH3:25])[CH3:24]. The yield is 0.390. (3) The reactants are [CH3:1]I.[Cl:3][C:4]1[CH:5]=[CH:6][C:7]([C:11]([O:13][CH2:14][CH3:15])=[O:12])=[N:8][C:9]=1[OH:10]. The catalyst is C(Cl)(Cl)Cl.C(=O)([O-])[O-].[Ag+2]. The product is [Cl:3][C:4]1[CH:5]=[CH:6][C:7]([C:11]([O:13][CH2:14][CH3:15])=[O:12])=[N:8][C:9]=1[O:10][CH3:1]. The yield is 0.800. (4) The reactants are Br[C:2]1[CH:3]=[C:4]2[C:8]3=[C:9]([CH2:11][CH2:12][N:7]3[C@@H:6]3[CH2:13][CH2:14][N:15]([C:17]([O:19][C:20]([CH3:23])([CH3:22])[CH3:21])=[O:18])[CH2:16][C@H:5]23)[CH:10]=1.[Cl:24][C:25]1[CH:30]=[C:29]([Cl:31])[CH:28]=[CH:27][C:26]=1B(O)O.N. No catalyst specified. The product is [Cl:24][C:25]1[CH:30]=[C:29]([Cl:31])[CH:28]=[CH:27][C:26]=1[C:2]1[CH:3]=[C:4]2[C:8]3=[C:9]([CH2:11][CH2:12][N:7]3[C@@H:6]3[CH2:13][CH2:14][N:15]([C:17]([O:19][C:20]([CH3:23])([CH3:22])[CH3:21])=[O:18])[CH2:16][C@H:5]23)[CH:10]=1. The yield is 0.500. (5) The product is [Cl:12][C:10]1[CH:9]=[C:4]([CH:3]=[C:2]([N:13]2[CH2:18][CH2:17][CH2:16][CH2:15][CH2:14]2)[N:11]=1)[C:5]([O:7][CH3:8])=[O:6]. The yield is 0.900. The catalyst is C(#N)C. The reactants are Cl[C:2]1[CH:3]=[C:4]([CH:9]=[C:10]([Cl:12])[N:11]=1)[C:5]([O:7][CH3:8])=[O:6].[NH:13]1[CH2:18][CH2:17][CH2:16][CH2:15][CH2:14]1.C([O-])([O-])=O.[K+].[K+]. (6) The reactants are [C:1]([O:5][C:6]([NH:8][C:9]1[CH:14]=[CH:13][CH:12]=[CH:11][C:10]=1[NH:15][C:16](=[O:32])[C:17]1[CH:22]=[CH:21][C:20](B2OC(C)(C)C(C)(C)O2)=[CH:19][CH:18]=1)=[O:7])([CH3:4])([CH3:3])[CH3:2].[CH3:33][C:34]1[CH:39]=[CH:38][C:37](Br)=[CH:36][N:35]=1. No catalyst specified. The product is [C:1]([O:5][C:6]([NH:8][C:9]1[CH:14]=[CH:13][CH:12]=[CH:11][C:10]=1[NH:15][C:16](=[O:32])[C:17]1[CH:22]=[CH:21][C:20]([C:37]2[CH:36]=[N:35][C:34]([CH3:33])=[CH:39][CH:38]=2)=[CH:19][CH:18]=1)=[O:7])([CH3:3])([CH3:4])[CH3:2]. The yield is 0.460. (7) The reactants are C[Si]([C:5]#[N:6])(C)C.[NH2:7][C:8]1[CH:12]=[C:11]([CH3:13])[NH:10][N:9]=1.[C:14]1(=O)[CH2:17][CH2:16][CH2:15]1. The catalyst is ClCCl. The product is [CH3:13][C:11]1[CH:12]=[C:8]([NH:7][C:14]2([C:5]#[N:6])[CH2:17][CH2:16][CH2:15]2)[NH:9][N:10]=1. The yield is 0.760.